From a dataset of Full USPTO retrosynthesis dataset with 1.9M reactions from patents (1976-2016). Predict the reactants needed to synthesize the given product. Given the product [OH:4][C:5]1[CH:10]=[CH:9][C:8]2[C:13]([CH2:14][CH2:15][C:16]([O:18][CH2:19][CH3:20])=[O:17])=[CH:12][S:11][C:7]=2[CH:6]=1, predict the reactants needed to synthesize it. The reactants are: C([O:4][C:5]1[CH:6]=[C:7]([S:11][CH2:12][C:13](=O)[CH2:14][CH2:15][C:16]([O:18][CH2:19][CH3:20])=[O:17])[CH:8]=[CH:9][CH:10]=1)(=O)C.